Dataset: Forward reaction prediction with 1.9M reactions from USPTO patents (1976-2016). Task: Predict the product of the given reaction. (1) Given the reactants [Br:1][C:2]1[CH:10]=[CH:9][CH:8]=[C:7]([F:11])[C:3]=1[C:4]([OH:6])=[O:5].C([O-])([O-])=O.[Cs+].[Cs+].[CH3:18][CH2:19]I, predict the reaction product. The product is: [Br:1][C:2]1[CH:10]=[CH:9][CH:8]=[C:7]([F:11])[C:3]=1[C:4]([O:6][CH2:18][CH3:19])=[O:5]. (2) Given the reactants C1COCC1.[Li+].[BH4-].[C:8]([O:12][C:13]([NH:15][C@@H:16]([CH2:21][CH2:22][C:23](OC)=[O:24])[C:17](OC)=[O:18])=[O:14])([CH3:11])([CH3:10])[CH3:9], predict the reaction product. The product is: [OH:18][CH2:17][C@@H:16]([NH:15][C:13](=[O:14])[O:12][C:8]([CH3:10])([CH3:9])[CH3:11])[CH2:21][CH2:22][CH2:23][OH:24]. (3) Given the reactants [CH3:1][O:2][CH2:3][C:4]1[C:8]([C:9]([O:11][CH3:12])=[O:10])=[CH:7][NH:6][N:5]=1.Cl[C:14]1[CH:19]=[C:18]([C:20]([F:23])([F:22])[F:21])[CH:17]=[CH:16][N:15]=1.C(=O)([O-])[O-].[K+].[K+], predict the reaction product. The product is: [CH3:1][O:2][CH2:3][C:4]1[C:8]([C:9]([O:11][CH3:12])=[O:10])=[CH:7][N:6]([C:14]2[CH:19]=[C:18]([C:20]([F:23])([F:22])[F:21])[CH:17]=[CH:16][N:15]=2)[N:5]=1. (4) Given the reactants [CH:1](=O)[C:2]1[C:3](=[CH:5][CH:6]=[CH:7][CH:8]=1)[OH:4].[CH2:10]([NH2:13])[CH2:11][NH2:12], predict the reaction product. The product is: [CH:1](=[N:12][CH:11]=[CH:10][N:13]=[CH:1][C:2]1[C:3](=[CH:5][CH:6]=[CH:7][CH:8]=1)[OH:4])[C:2]1[C:3](=[CH:5][CH:6]=[CH:7][CH:8]=1)[OH:4]. (5) Given the reactants [CH3:1][O:2][C:3]1[CH:33]=[CH:32][C:6]([CH2:7][S:8][C@H:9]2[CH2:13][N:12]([S:14]([C:17]3[CH:26]=[CH:25][C:24]4[C:19](=[CH:20][CH:21]=[CH:22][CH:23]=4)[CH:18]=3)(=[O:16])=[O:15])[C@H:11]([CH2:27][CH2:28][C:29]([OH:31])=O)[CH2:10]2)=[CH:5][CH:4]=1.[CH2:34]1[CH2:38]O[CH2:36][CH2:35]1.CCN=C=N[CH2:44][CH2:45][CH2:46][N:47]([CH3:49])C.C1C=CC2N(O)N=NC=2C=1, predict the reaction product. The product is: [CH2:46]([N:47]([CH3:49])[C:29](=[O:31])[CH2:28][CH2:27][C@@H:11]1[CH2:10][C@@H:9]([S:8][CH2:7][C:6]2[CH:5]=[CH:4][C:3]([O:2][CH3:1])=[CH:33][CH:32]=2)[CH2:13][N:12]1[S:14]([C:17]1[CH:26]=[CH:25][C:24]2[C:19](=[CH:20][CH:21]=[CH:22][CH:23]=2)[CH:18]=1)(=[O:15])=[O:16])[C:45]1[CH:44]=[CH:36][CH:35]=[CH:34][CH:38]=1.